Dataset: Catalyst prediction with 721,799 reactions and 888 catalyst types from USPTO. Task: Predict which catalyst facilitates the given reaction. Reactant: [CH2:1]([C:5]1([O:30][CH3:31])[CH2:10][CH2:9][N:8]([C:11]2[CH:16]=[CH:15][C:14]([C:17]3[S:18][C:19]([C:22]4[CH:27]=[CH:26][C:25]([CH2:28][OH:29])=[CH:24][CH:23]=4)=[CH:20][N:21]=3)=[CH:13][CH:12]=2)[CH2:7][CH2:6]1)[CH2:2][CH2:3][CH3:4]. Product: [CH2:1]([C:5]1([O:30][CH3:31])[CH2:6][CH2:7][N:8]([C:11]2[CH:16]=[CH:15][C:14]([C:17]3[S:18][C:19]([C:22]4[CH:23]=[CH:24][C:25]([CH:28]=[O:29])=[CH:26][CH:27]=4)=[CH:20][N:21]=3)=[CH:13][CH:12]=2)[CH2:9][CH2:10]1)[CH2:2][CH2:3][CH3:4]. The catalyst class is: 22.